This data is from NCI-60 drug combinations with 297,098 pairs across 59 cell lines. The task is: Regression. Given two drug SMILES strings and cell line genomic features, predict the synergy score measuring deviation from expected non-interaction effect. (1) Drug 1: CC1=C(C=C(C=C1)NC2=NC=CC(=N2)N(C)C3=CC4=NN(C(=C4C=C3)C)C)S(=O)(=O)N.Cl. Drug 2: CC1=C(N=C(N=C1N)C(CC(=O)N)NCC(C(=O)N)N)C(=O)NC(C(C2=CN=CN2)OC3C(C(C(C(O3)CO)O)O)OC4C(C(C(C(O4)CO)O)OC(=O)N)O)C(=O)NC(C)C(C(C)C(=O)NC(C(C)O)C(=O)NCCC5=NC(=CS5)C6=NC(=CS6)C(=O)NCCC[S+](C)C)O. Cell line: OVCAR-8. Synergy scores: CSS=8.92, Synergy_ZIP=-3.79, Synergy_Bliss=-4.29, Synergy_Loewe=-13.5, Synergy_HSA=-3.66. (2) Drug 1: CNC(=O)C1=CC=CC=C1SC2=CC3=C(C=C2)C(=NN3)C=CC4=CC=CC=N4. Drug 2: CS(=O)(=O)CCNCC1=CC=C(O1)C2=CC3=C(C=C2)N=CN=C3NC4=CC(=C(C=C4)OCC5=CC(=CC=C5)F)Cl. Cell line: SNB-75. Synergy scores: CSS=5.79, Synergy_ZIP=-3.92, Synergy_Bliss=-0.511, Synergy_Loewe=-0.514, Synergy_HSA=-0.296. (3) Drug 1: CC12CCC(CC1=CCC3C2CCC4(C3CC=C4C5=CN=CC=C5)C)O. Drug 2: CN(C)N=NC1=C(NC=N1)C(=O)N. Cell line: HT29. Synergy scores: CSS=13.4, Synergy_ZIP=-3.34, Synergy_Bliss=1.32, Synergy_Loewe=-2.17, Synergy_HSA=0.247. (4) Drug 1: CCC(=C(C1=CC=CC=C1)C2=CC=C(C=C2)OCCN(C)C)C3=CC=CC=C3.C(C(=O)O)C(CC(=O)O)(C(=O)O)O. Drug 2: CC12CCC3C(C1CCC2OP(=O)(O)O)CCC4=C3C=CC(=C4)OC(=O)N(CCCl)CCCl.[Na+]. Cell line: U251. Synergy scores: CSS=-0.151, Synergy_ZIP=0.0825, Synergy_Bliss=-0.254, Synergy_Loewe=-1.02, Synergy_HSA=-1.44. (5) Drug 1: C1=NC2=C(N=C(N=C2N1C3C(C(C(O3)CO)O)F)Cl)N. Drug 2: C1=NNC2=C1C(=O)NC=N2. Cell line: A498. Synergy scores: CSS=2.78, Synergy_ZIP=-0.513, Synergy_Bliss=0.907, Synergy_Loewe=-6.32, Synergy_HSA=-1.16.